This data is from Reaction yield outcomes from USPTO patents with 853,638 reactions. The task is: Predict the reaction yield, written as a fraction of the theoretical maximum amount of product (1.0 means a 100% yield; for example, 0.34 means a 34% yield). (1) The reactants are [CH:1]([C:3]1[S:11][C:10]2[C:9](=[O:12])[C:8]([C:13]([O:15][CH2:16][CH3:17])=[O:14])=[CH:7][N:6]([CH3:18])[C:5]=2[C:4]=1[CH3:19])=[O:2].C(O)(=O)C.C(O[BH-](OC(=O)C)OC(=O)C)(=O)C.[Na+].C(=O)(O)[O-].[Na+]. The catalyst is ClCCCl.C(Cl)Cl. The product is [OH:2][CH2:1][C:3]1[S:11][C:10]2[C:9](=[O:12])[C:8]([C:13]([O:15][CH2:16][CH3:17])=[O:14])=[CH:7][N:6]([CH3:18])[C:5]=2[C:4]=1[CH3:19]. The yield is 0.930. (2) The reactants are [CH:1]1([C:4]2[NH:8][N:7]=[C:6]([NH:9][C:10]3[C:15]([N+:16]([O-:18])=[O:17])=[CH:14][C:13](F)=[C:12]([NH:20][C@H:21]([C:23]4[CH:28]=[CH:27][C:26]([F:29])=[CH:25][CH:24]=4)[CH3:22])[CH:11]=3)[CH:5]=2)[CH2:3][CH2:2]1.FC1C=C[C:34]([C@@H:37]([NH2:39])C)=CC=1.CCN(C(C)C)C(C)C.CCCC[OH:53]. No catalyst specified. The product is [CH:1]1([C:4]2[NH:8][N:7]=[C:6]([NH:9][C:10]3[C:15]([N+:16]([O-:18])=[O:17])=[C:14]([NH:39][CH2:37][CH2:34][OH:53])[CH:13]=[C:12]([NH:20][C@H:21]([C:23]4[CH:24]=[CH:25][C:26]([F:29])=[CH:27][CH:28]=4)[CH3:22])[CH:11]=3)[CH:5]=2)[CH2:3][CH2:2]1. The yield is 0.540. (3) The reactants are [CH2:1]([C:3]1[C:11](I)=[C:6]2[CH:7]=[CH:8][CH:9]=[CH:10][N:5]2[N:4]=1)[CH3:2].[F:13][C:14]1[CH:15]=[C:16](B(O)O)[CH:17]=[C:18]([F:20])[CH:19]=1.C(=O)([O-])[O-].[K+].[K+]. The catalyst is O1CCOCC1.O.C(OCC)(=O)C. The product is [F:13][C:14]1[CH:15]=[C:16]([C:11]2[C:3]([CH2:1][CH3:2])=[N:4][N:5]3[CH:10]=[CH:9][CH:8]=[CH:7][C:6]=23)[CH:17]=[C:18]([F:20])[CH:19]=1. The yield is 0.800. (4) The reactants are C(N)C1C=CC=CC=1.C(=O)(O[CH2:13][CH:14]=[CH:15][C:16]1[CH:21]=[CH:20][CH:19]=[CH:18][CH:17]=1)OC.[NH2:23][C:24]1[CH:29]=[CH:28][CH:27]=[CH:26][CH:25]=1. The catalyst is CC1(C)C(C=CC2CCC/C(=C/C=C3/C(C)(C)C4C(N/3CCCCS(O)(=O)=O)=CC=CC=4)/C=2OC2C=CC(OCCCCNCC3OC(O)C(N)C(O)C3O)=CC=2)=[N+](CCCCS([O-])(=O)=O)C2C1=CC=CC=2.C(Cl)(Cl)Cl. The product is [C:16]1([CH:15]([C:24]2([NH2:23])[CH:29]=[CH:28][CH:27]=[CH:26][CH2:25]2)[CH:14]=[CH2:13])[CH:21]=[CH:20][CH:19]=[CH:18][CH:17]=1. The yield is 0.810.